From a dataset of Peptide-MHC class I binding affinity with 185,985 pairs from IEDB/IMGT. Regression. Given a peptide amino acid sequence and an MHC pseudo amino acid sequence, predict their binding affinity value. This is MHC class I binding data. The peptide sequence is TRAPAPFPL. The MHC is HLA-B14:02 with pseudo-sequence HLA-B14:02. The binding affinity (normalized) is 0.414.